This data is from Full USPTO retrosynthesis dataset with 1.9M reactions from patents (1976-2016). The task is: Predict the reactants needed to synthesize the given product. (1) Given the product [C:2]([C:14]1[CH:15]=[C:16]([CH:20]=[C:21]([N+:24]([O-:26])=[O:25])[C:22]=1[CH3:23])[C:17]([OH:19])=[O:18])#[N:3], predict the reactants needed to synthesize it. The reactants are: [Cu](C#N)[C:2]#[N:3].[C-]#N.[Na+].N([O-])=O.[Na+].N[C:14]1[CH:15]=[C:16]([CH:20]=[C:21]([N+:24]([O-:26])=[O:25])[C:22]=1[CH3:23])[C:17]([OH:19])=[O:18].[C-]#N.[Na+].[Cu](C#N)C#N. (2) Given the product [Cl:1][C:2]1[CH:29]=[CH:28][C:5]([C:6]([NH:8][C:9]2[CH:21]=[C:20]([C:22]3[CH:27]=[CH:26][CH:25]=[CH:24][CH:23]=3)[CH:19]=[CH:18][C:10]=2[C:11]([OH:13])=[O:12])=[O:7])=[C:4]([OH:30])[CH:3]=1, predict the reactants needed to synthesize it. The reactants are: [Cl:1][C:2]1[CH:29]=[CH:28][C:5]([C:6]([NH:8][C:9]2[CH:21]=[C:20]([C:22]3[CH:27]=[CH:26][CH:25]=[CH:24][CH:23]=3)[CH:19]=[CH:18][C:10]=2[C:11]([O:13]C(C)(C)C)=[O:12])=[O:7])=[C:4]([OH:30])[CH:3]=1. (3) Given the product [CH3:17][C:16]([NH:1][C@@H:2]([C:3]([NH:5][CH2:6][C:7]1[CH:12]=[CH:11][CH:10]=[CH:9][CH:8]=1)=[O:4])[CH2:13][O:14][CH3:15])=[O:19], predict the reactants needed to synthesize it. The reactants are: [NH2:1][CH:2]([CH2:13][O:14][CH3:15])[C:3]([NH:5][CH2:6][C:7]1[CH:12]=[CH:11][CH:10]=[CH:9][CH:8]=1)=[O:4].[CH:16]([O:19]C(C)=O)(C)[CH3:17].